This data is from Catalyst prediction with 721,799 reactions and 888 catalyst types from USPTO. The task is: Predict which catalyst facilitates the given reaction. (1) Reactant: Br[CH2:2][C:3]#[N:4].C(N(C(C)C)C(C)C)C.[CH:14]([S:17][C:18](=[O:31])[CH2:19][C@H:20]([NH:24][C:25](=[O:30])[CH2:26][CH2:27][CH:28]=[CH2:29])[C:21]([OH:23])=[O:22])([CH3:16])[CH3:15].[Cl-].[NH4+]. Product: [CH:14]([S:17][C:18](=[O:31])[CH2:19][C@H:20]([NH:24][C:25](=[O:30])[CH2:26][CH2:27][CH:28]=[CH2:29])[C:21]([O:23][CH2:2][C:3]#[N:4])=[O:22])([CH3:16])[CH3:15]. The catalyst class is: 3. (2) Reactant: [O:1]1[C:5]2[CH:6]=[CH:7][CH:8]=[CH:9][C:4]=2[C:3]([N:10]2[CH2:15][CH2:14][N:13]([CH2:16][CH2:17][C:18]3[CH:19]=[C:20]4[C:24](=[CH:25][CH:26]=3)[C:23]([CH3:28])([CH3:27])[CH:22]([NH2:29])[C:21]4([CH3:31])[CH3:30])[CH2:12][CH2:11]2)=[N:2]1.[CH3:32][S:33](Cl)(=[O:35])=[O:34].C(N(CC)CC)C. Product: [O:1]1[C:5]2[CH:6]=[CH:7][CH:8]=[CH:9][C:4]=2[C:3]([N:10]2[CH2:15][CH2:14][N:13]([CH2:16][CH2:17][C:18]3[CH:19]=[C:20]4[C:24](=[CH:25][CH:26]=3)[C:23]([CH3:27])([CH3:28])[CH:22]([NH:29][S:33]([CH3:32])(=[O:35])=[O:34])[C:21]4([CH3:31])[CH3:30])[CH2:12][CH2:11]2)=[N:2]1. The catalyst class is: 2. (3) Reactant: C[O:2][C:3](=[O:34])[CH2:4][CH2:5][C:6]([N:8]1[CH2:13][CH2:12][N:11]([C:14]2[C:15]([C:29]#[N:30])=[C:16]3[CH2:26][C:25]([CH3:28])([CH3:27])[O:24][CH2:23][C:17]3=[C:18]([CH:20]3[CH2:22][CH2:21]3)[N:19]=2)[CH2:10][C@H:9]1[CH:31]([CH3:33])[CH3:32])=[O:7].[Li+].[OH-].O.Cl. Product: [C:29]([C:15]1[C:14]([N:11]2[CH2:12][CH2:13][N:8]([C:6](=[O:7])[CH2:5][CH2:4][C:3]([OH:34])=[O:2])[C@H:9]([CH:31]([CH3:33])[CH3:32])[CH2:10]2)=[N:19][C:18]([CH:20]2[CH2:22][CH2:21]2)=[C:17]2[CH2:23][O:24][C:25]([CH3:28])([CH3:27])[CH2:26][C:16]=12)#[N:30]. The catalyst class is: 24. (4) Reactant: [O:1]1[CH:5]=[CH:4][CH:3]=[C:2]1[C:6]1[O:7][C:8]([CH3:42])=[C:9]([CH2:11][O:12][C:13]2[CH:39]=[CH:38][C:16]([CH2:17][O:18][C:19]3[C:23](/[CH:24]=[CH:25]/[C:26](N(OC)C)=[O:27])=[CH:22][N:21]([C:32]4[CH:37]=[CH:36][CH:35]=[CH:34][CH:33]=4)[N:20]=3)=[CH:15][C:14]=2[O:40][CH3:41])[N:10]=1.[CH2:43]([Mg]Br)[CH3:44].Cl. Product: [O:1]1[CH:5]=[CH:4][CH:3]=[C:2]1[C:6]1[O:7][C:8]([CH3:42])=[C:9]([CH2:11][O:12][C:13]2[CH:39]=[CH:38][C:16]([CH2:17][O:18][C:19]3[C:23](/[CH:24]=[CH:25]/[C:26](=[O:27])[CH2:43][CH3:44])=[CH:22][N:21]([C:32]4[CH:37]=[CH:36][CH:35]=[CH:34][CH:33]=4)[N:20]=3)=[CH:15][C:14]=2[O:40][CH3:41])[N:10]=1. The catalyst class is: 7. (5) Reactant: [F:1][C:2]1[C:3]([NH:29][C@H:30]2[CH2:35][CH2:34][CH2:33][C@@H:32]([NH:36][C:37]([N:39]3[CH2:43][CH2:42][CH2:41][CH2:40]3)=[O:38])[CH2:31]2)=[N:4][C:5]([C:9]2[C:17]3[C:12](=[N:13][CH:14]=[C:15]([F:18])[CH:16]=3)[N:11](S(C3C=CC(C)=CC=3)(=O)=O)[CH:10]=2)=[C:6]([F:8])[CH:7]=1.[Li+].[OH-]. Product: [F:1][C:2]1[C:3]([NH:29][C@H:30]2[CH2:35][CH2:34][CH2:33][C@@H:32]([NH:36][C:37]([N:39]3[CH2:43][CH2:42][CH2:41][CH2:40]3)=[O:38])[CH2:31]2)=[N:4][C:5]([C:9]2[C:17]3[C:12](=[N:13][CH:14]=[C:15]([F:18])[CH:16]=3)[NH:11][CH:10]=2)=[C:6]([F:8])[CH:7]=1. The catalyst class is: 1.